Dataset: Full USPTO retrosynthesis dataset with 1.9M reactions from patents (1976-2016). Task: Predict the reactants needed to synthesize the given product. (1) Given the product [C:5]([C:4]1[CH:8]=[CH:9][N:10]=[C:2]([Cl:1])[CH:3]=1)(=[O:7])[CH3:11], predict the reactants needed to synthesize it. The reactants are: [Cl:1][C:2]1[CH:3]=[C:4]([CH:8]=[CH:9][N:10]=1)[C:5]([OH:7])=O.[CH3:11][Li].O. (2) Given the product [F:27][C:2]([F:1])([F:26])[O:3][C:4]1[CH:5]=[CH:6][C:7]([N:10]2[CH:14]=[N:13][C:12]([C:15]3[CH:16]=[C:17]([CH2:21][CH2:22][CH2:23][OH:24])[CH:18]=[CH:19][CH:20]=3)=[N:11]2)=[CH:8][CH:9]=1, predict the reactants needed to synthesize it. The reactants are: [F:1][C:2]([F:27])([F:26])[O:3][C:4]1[CH:9]=[CH:8][C:7]([N:10]2[CH:14]=[N:13][C:12]([C:15]3[CH:16]=[C:17]([CH2:21][CH2:22][C:23](O)=[O:24])[CH:18]=[CH:19][CH:20]=3)=[N:11]2)=[CH:6][CH:5]=1.[H-].[Li+].[Al+3].[H-].[H-].[H-].O. (3) Given the product [BrH:19].[NH2:1][C:2]1[C:6]2[C:7](=[O:18])[N:8]([C:11]3[CH:16]=[CH:15][N:14]=[CH:13][C:12]=3[Cl:17])[CH:9]=[C:10]([Br:19])[C:5]=2[NH:4][N:3]=1, predict the reactants needed to synthesize it. The reactants are: [NH2:1][C:2]1[C:6]2[C:7](=[O:18])[N:8]([C:11]3[CH:16]=[CH:15][N:14]=[CH:13][C:12]=3[Cl:17])[CH:9]=[CH:10][C:5]=2[NH:4][N:3]=1.[Br:19]Br. (4) Given the product [ClH:40].[ClH:40].[CH:1]([N:4]1[CH2:5][CH2:6][N:7]([C:10]2[N:15]=[CH:14][C:13]([C:16]3[CH:21]=[CH:20][C:19]([S:22]([N:25]4[CH2:34][CH2:33][C:28](=[O:29])[CH2:27][CH2:26]4)(=[O:24])=[O:23])=[CH:18][CH:17]=3)=[CH:12][CH:11]=2)[CH2:8][CH2:9]1)([CH3:3])[CH3:2], predict the reactants needed to synthesize it. The reactants are: [CH:1]([N:4]1[CH2:9][CH2:8][N:7]([C:10]2[N:15]=[CH:14][C:13]([C:16]3[CH:21]=[CH:20][C:19]([S:22]([N:25]4[CH2:34][CH2:33][C:28]5(OCC[O:29]5)[CH2:27][CH2:26]4)(=[O:24])=[O:23])=[CH:18][CH:17]=3)=[CH:12][CH:11]=2)[CH2:6][CH2:5]1)([CH3:3])[CH3:2].C([O-])(O)=O.[Na+].[ClH:40]. (5) Given the product [C:42]([N:7]1[CH2:8][CH2:9][C:5]2([CH2:1][N:2]([C:10]3[CH:11]=[N:12][C:13]([O:19][C:20]4[CH:25]=[CH:24][C:23]([O:26][C:27]5[CH:32]=[CH:31][CH:30]=[CH:29][CH:28]=5)=[CH:22][CH:21]=4)=[C:14]([CH:18]=3)[C:15]([NH2:17])=[O:16])[CH2:3][CH2:4]2)[CH2:6]1)(=[O:45])[CH:43]=[CH2:44], predict the reactants needed to synthesize it. The reactants are: [CH2:1]1[C:5]2([CH2:9][CH2:8][NH:7][CH2:6]2)[CH2:4][CH2:3][N:2]1[C:10]1[CH:11]=[N:12][C:13]([O:19][C:20]2[CH:25]=[CH:24][C:23]([O:26][C:27]3[CH:32]=[CH:31][CH:30]=[CH:29][CH:28]=3)=[CH:22][CH:21]=2)=[C:14]([CH:18]=1)[C:15]([NH2:17])=[O:16].C(N(CC)C(C)C)(C)C.[C:42](Cl)(=[O:45])[CH:43]=[CH2:44].